From a dataset of Forward reaction prediction with 1.9M reactions from USPTO patents (1976-2016). Predict the product of the given reaction. (1) The product is: [CH3:3][C:2]([CH3:5])([CH3:4])[C:1]([O:20][C@@H:19]1[C@@H:21]([O:22][C:1](=[O:6])[C:2]([CH3:5])([CH3:4])[CH3:3])[C@H:23]([O:24][C:1](=[O:6])[C:2]([CH3:5])([CH3:4])[CH3:3])[C@@H:25]([CH2:27][O:28][C:1](=[O:6])[C:2]([CH3:5])([CH3:4])[CH3:3])[O:26][C@@H:18]1[Br:8])=[O:6]. Given the reactants [C:1](Cl)(=[O:6])[C:2]([CH3:5])([CH3:4])[CH3:3].[Br-:8].C[SiH](C)C.[Bi](Br)(Br)Br.O=[CH:18][C@@H:19]([C@H:21]([C@@H:23]([C@@H:25]([CH2:27][OH:28])[OH:26])[OH:24])[OH:22])[OH:20], predict the reaction product. (2) Given the reactants F[C:2]1[CH:9]=[CH:8][C:7]([I:10])=[CH:6][C:3]=1[C:4]#[N:5].[CH3:11][C:12]1[N:13]=[CH:14][NH:15][CH:16]=1.C(=O)([O-])[O-].[K+].[K+].IC1C=CC(N2C(C)=CN=C2)=C(C=1)C#N, predict the reaction product. The product is: [I:10][C:7]1[CH:8]=[CH:9][C:2]([N:15]2[CH:16]=[C:12]([CH3:11])[N:13]=[CH:14]2)=[C:3]([CH:6]=1)[C:4]#[N:5].